From a dataset of Full USPTO retrosynthesis dataset with 1.9M reactions from patents (1976-2016). Predict the reactants needed to synthesize the given product. (1) Given the product [C:1]([NH:4][CH:5]([CH:25]([C:26]1[CH:31]=[CH:30][C:29]([F:32])=[CH:28][CH:27]=1)[C:22]1[CH:23]=[CH:24][C:19]([F:18])=[CH:20][CH:21]=1)[C:6]([OH:8])=[O:7])(=[O:3])[CH3:2], predict the reactants needed to synthesize it. The reactants are: [C:1]([NH:4][CH:5](C(OCC)=O)[C:6]([O:8]CC)=[O:7])(=[O:3])[CH3:2].[H-].[Na+].[F:18][C:19]1[CH:24]=[CH:23][C:22]([C:25](Cl)(Cl)[C:26]2[CH:31]=[CH:30][C:29]([F:32])=[CH:28][CH:27]=2)=[CH:21][CH:20]=1.[I-].[K+]. (2) Given the product [F:1][C:2]1[C:9]2[O:10][CH2:19][CH2:20][O:11][C:8]=2[CH:7]=[C:4]([CH:5]=[O:6])[CH:3]=1, predict the reactants needed to synthesize it. The reactants are: [F:1][C:2]1[CH:3]=[C:4]([CH:7]=[C:8]([OH:11])[C:9]=1[OH:10])[CH:5]=[O:6].C(=O)([O-])[O-].[Cs+].[Cs+].Br[CH2:19][CH2:20]Br. (3) Given the product [NH2:2][C:3]1[N:4]=[C:5]([S:10][CH2:17][C:16]2[CH:19]=[CH:20][CH:21]=[C:22]([F:23])[C:15]=2[F:14])[N:6]=[C:7]([OH:9])[CH:8]=1, predict the reactants needed to synthesize it. The reactants are: O.[NH2:2][C:3]1[CH:8]=[C:7]([OH:9])[N:6]=[C:5]([SH:10])[N:4]=1.[OH-].[K+].O.[F:14][C:15]1[C:22]([F:23])=[CH:21][CH:20]=[CH:19][C:16]=1[CH2:17]Br. (4) Given the product [C:1]1([N:7]2[C:8](=[O:9])[NH:10][C:12](=[O:13])[S:14]2)[CH:6]=[CH:5][CH:4]=[CH:3][CH:2]=1, predict the reactants needed to synthesize it. The reactants are: [C:1]1([NH:7][C:8]([NH2:10])=[O:9])[CH:6]=[CH:5][CH:4]=[CH:3][CH:2]=1.Cl[C:12]([S:14]Cl)=[O:13]. (5) Given the product [CH3:27][O:26][N:25]([CH3:24])[C:20]([C:5]1[C:6]2[O:10][C:9]([C:11]3[CH:12]=[CH:13][C:14]([O:17][CH3:18])=[CH:15][CH:16]=3)=[CH:8][C:7]=2[CH:19]=[C:3]([O:2][CH3:1])[CH:4]=1)=[O:21], predict the reactants needed to synthesize it. The reactants are: [CH3:1][O:2][C:3]1[CH:4]=[C:5]([C:20](O)=[O:21])[C:6]2[O:10][C:9]([C:11]3[CH:16]=[CH:15][C:14]([O:17][CH3:18])=[CH:13][CH:12]=3)=[CH:8][C:7]=2[CH:19]=1.Cl.[CH3:24][NH:25][O:26][CH3:27].CCN=C=NCCCN(C)C.Cl. (6) Given the product [Cl:24][C:6]1[C:5]([O:4][C:3]2[CH:17]=[CH:18][C:19]([F:21])=[CH:20][C:2]=2[F:1])=[CH:10][N:9]=[C:8]([CH2:11][S:12]([CH3:15])(=[O:14])=[O:13])[N:7]=1, predict the reactants needed to synthesize it. The reactants are: [F:1][C:2]1[CH:20]=[C:19]([F:21])[CH:18]=[CH:17][C:3]=1[O:4][C:5]1[C:6](O)=[N:7][C:8]([CH2:11][S:12]([CH3:15])(=[O:14])=[O:13])=[N:9][CH:10]=1.O=P(Cl)(Cl)[Cl:24]. (7) Given the product [CH3:14][S:11]([O:10][CH:8]([C:4]1[CH:3]=[C:2]([Br:1])[CH:7]=[CH:6][N:5]=1)[CH3:9])(=[O:13])=[O:12], predict the reactants needed to synthesize it. The reactants are: [Br:1][C:2]1[CH:7]=[CH:6][N:5]=[C:4]([CH:8]([OH:10])[CH3:9])[CH:3]=1.[S:11](Cl)([CH3:14])(=[O:13])=[O:12].